Dataset: NCI-60 drug combinations with 297,098 pairs across 59 cell lines. Task: Regression. Given two drug SMILES strings and cell line genomic features, predict the synergy score measuring deviation from expected non-interaction effect. (1) Drug 1: CCCCC(=O)OCC(=O)C1(CC(C2=C(C1)C(=C3C(=C2O)C(=O)C4=C(C3=O)C=CC=C4OC)O)OC5CC(C(C(O5)C)O)NC(=O)C(F)(F)F)O. Drug 2: C1=CC=C(C=C1)NC(=O)CCCCCCC(=O)NO. Cell line: HT29. Synergy scores: CSS=58.3, Synergy_ZIP=20.3, Synergy_Bliss=25.8, Synergy_Loewe=12.6, Synergy_HSA=20.6. (2) Drug 1: CS(=O)(=O)OCCCCOS(=O)(=O)C. Drug 2: C1C(C(OC1N2C=NC3=C2NC=NCC3O)CO)O. Cell line: CAKI-1. Synergy scores: CSS=-1.33, Synergy_ZIP=0.270, Synergy_Bliss=1.04, Synergy_Loewe=-0.329, Synergy_HSA=-1.54.